This data is from Catalyst prediction with 721,799 reactions and 888 catalyst types from USPTO. The task is: Predict which catalyst facilitates the given reaction. (1) Reactant: [F:1][C:2]1[C:31]([F:32])=[CH:30][CH:29]=[CH:28][C:3]=1[CH2:4][N:5]1[C:9]2=[N:10][C:11]([CH3:15])=[C:12]([F:14])[CH:13]=[C:8]2[C:7]([C:16]2[N:17]=[N:18][C:19]3[C:24]([CH3:26])([CH3:25])[C:23](=[O:27])[NH:22][C:20]=3[N:21]=2)=[N:6]1.[OH-].[Na+:34]. Product: [F:1][C:2]1[C:31]([F:32])=[CH:30][CH:29]=[CH:28][C:3]=1[CH2:4][N:5]1[C:9]2=[N:10][C:11]([CH3:15])=[C:12]([F:14])[CH:13]=[C:8]2[C:7]([C:16]2[N:17]=[N:18][C:19]3[C:24]([CH3:26])([CH3:25])[C:23](=[O:27])[N-:22][C:20]=3[N:21]=2)=[N:6]1.[Na+:34]. The catalyst class is: 1. (2) Reactant: I[C:2]1[CH:11]=[CH:10][C:5]([C:6]([O:8][CH3:9])=[O:7])=[CH:4][CH:3]=1.[CH3:12][O:13][C:14]1[CH:15]=[C:16]2[C:21](=[CH:22][CH:23]=1)[C:20](=[O:24])[NH:19][CH:18]=[CH:17]2.OC1C=CC=C2C=1N=CC=C2.C([O-])([O-])=O.[K+].[K+]. Product: [OH:13][C:14]1[CH:15]=[C:16]2[C:21](=[CH:22][CH:23]=1)[C:20](=[O:24])[N:19]([C:2]1[CH:11]=[CH:10][C:5]([C:6]([OH:8])=[O:7])=[CH:4][CH:3]=1)[CH:18]=[CH:17]2.[CH3:12][O:13][C:14]1[CH:15]=[C:16]2[C:21](=[CH:22][CH:23]=1)[C:20](=[O:24])[N:19]([C:2]1[CH:11]=[CH:10][C:5]([C:6]([O:8][CH3:9])=[O:7])=[CH:4][CH:3]=1)[CH:18]=[CH:17]2. The catalyst class is: 156. (3) Reactant: [F:1][C:2]1[CH:3]=[CH:4][C:5]([O:33][CH3:34])=[C:6]([C:8]2[N:12](CCOC[Si](C)(C)C)[N:11]=[CH:10][C:9]=2[NH:21][C:22]([C:24]2[CH:25]=[N:26][N:27]3[CH:32]=[CH:31][CH:30]=[N:29][C:28]=23)=[O:23])[CH:7]=1.Cl. Product: [F:1][C:2]1[CH:3]=[CH:4][C:5]([O:33][CH3:34])=[C:6]([C:8]2[NH:12][N:11]=[CH:10][C:9]=2[NH:21][C:22]([C:24]2[CH:25]=[N:26][N:27]3[CH:32]=[CH:31][CH:30]=[N:29][C:28]=23)=[O:23])[CH:7]=1. The catalyst class is: 40. (4) Reactant: [CH2:1]([C:4]1[CH:9]=[CH:8][C:7]([CH:10]2[CH2:15][CH2:14][CH:13]([CH:16]3[CH2:25][CH2:24][C:19]4(OCC[O:20]4)[CH2:18][CH2:17]3)[CH2:12][CH2:11]2)=[CH:6][CH:5]=1)[CH2:2][CH3:3].C(O)=O.O. Product: [CH2:1]([C:4]1[CH:9]=[CH:8][C:7]([CH:10]2[CH2:11][CH2:12][CH:13]([CH:16]3[CH2:25][CH2:24][C:19](=[O:20])[CH2:18][CH2:17]3)[CH2:14][CH2:15]2)=[CH:6][CH:5]=1)[CH2:2][CH3:3]. The catalyst class is: 11. (5) The catalyst class is: 5. Reactant: [O:1]1[C:6]2[CH:7]=[CH:8][C:9]([NH:11][C:12](=[NH:22])[CH2:13][C:14](=[O:21])[C:15]3[CH:20]=[CH:19][CH:18]=[CH:17][CH:16]=3)=[CH:10][C:5]=2[O:4][CH2:3][CH2:2]1.[C:23](OC)(=[O:26])[C:24]#[CH:25].C(OCC)C. Product: [NH2:22][C:12]1[N:11]([C:9]2[CH:8]=[CH:7][C:6]3[O:1][CH2:2][CH2:3][O:4][C:5]=3[CH:10]=2)[C:23](=[O:26])[CH:24]=[CH:25][C:13]=1[C:14](=[O:21])[C:15]1[CH:16]=[CH:17][CH:18]=[CH:19][CH:20]=1. (6) The catalyst class is: 2. Product: [ClH:1].[ClH:1].[CH3:2][C:3]([CH3:29])([CH3:28])[C:4]([C:6]1[N:10]2[CH2:11][CH2:12][N:13]([CH3:27])[C:14]3([CH2:19][CH2:18][NH:17][CH2:16][CH2:15]3)[C:9]2=[CH:8][CH:7]=1)=[O:5]. Reactant: [ClH:1].[CH3:2][C:3]([CH3:29])([CH3:28])[C:4]([C:6]1[N:10]2[CH2:11][CH2:12][N:13]([CH3:27])[C:14]3([CH2:19][CH2:18][N:17](C(OC(C)(C)C)=O)[CH2:16][CH2:15]3)[C:9]2=[CH:8][CH:7]=1)=[O:5].